Predict the reactants needed to synthesize the given product. From a dataset of Full USPTO retrosynthesis dataset with 1.9M reactions from patents (1976-2016). (1) Given the product [C:12]1([S:9]([N:5]2[CH:6]=[C:7]([F:8])[C:2]([NH:1][C:26](=[O:33])[C:27]3[CH:32]=[CH:31][CH:30]=[CH:29][CH:28]=3)=[N:3][C:4]2=[O:18])(=[O:10])=[O:11])[CH:17]=[CH:16][CH:15]=[CH:14][CH:13]=1, predict the reactants needed to synthesize it. The reactants are: [NH2:1][C:2]1[C:7]([F:8])=[CH:6][N:5]([S:9]([C:12]2[CH:17]=[CH:16][CH:15]=[CH:14][CH:13]=2)(=[O:11])=[O:10])[C:4](=[O:18])[N:3]=1.CCN(CC)CC.[C:26](Cl)(=[O:33])[C:27]1[CH:32]=[CH:31][CH:30]=[CH:29][CH:28]=1. (2) Given the product [CH3:40][N:41]([CH3:46])[S:42]([N:28]1[CH2:29][CH2:30][C@H:26]([O:25][C:24]2[CH:31]=[CH:32][C:21]([C:19]([N:17]3[CH2:16][CH:15]([N:12]4[CH2:11][CH2:10][N:9]([C:7]([C:1]5[CH:2]=[CH:3][CH:4]=[CH:5][CH:6]=5)=[O:8])[CH2:14][CH2:13]4)[CH2:18]3)=[O:20])=[CH:22][CH:23]=2)[CH2:27]1)(=[O:44])=[O:43], predict the reactants needed to synthesize it. The reactants are: [C:1]1([C:7]([N:9]2[CH2:14][CH2:13][N:12]([CH:15]3[CH2:18][N:17]([C:19]([C:21]4[CH:32]=[CH:31][C:24]([O:25][C@H:26]5[CH2:30][CH2:29][NH:28][CH2:27]5)=[CH:23][CH:22]=4)=[O:20])[CH2:16]3)[CH2:11][CH2:10]2)=[O:8])[CH:6]=[CH:5][CH:4]=[CH:3][CH:2]=1.CCN(CC)CC.[CH3:40][N:41]([CH3:46])[S:42](Cl)(=[O:44])=[O:43]. (3) Given the product [CH3:22][N:10]([C:6]1[CH:7]=[CH:8][CH:9]=[C:4]([N+:1]([O-:3])=[O:2])[CH:5]=1)[C:11](=[O:17])[O:12][C:13]([CH3:14])([CH3:16])[CH3:15], predict the reactants needed to synthesize it. The reactants are: [N+:1]([C:4]1[CH:5]=[C:6]([NH:10][C:11](=[O:17])[O:12][C:13]([CH3:16])([CH3:15])[CH3:14])[CH:7]=[CH:8][CH:9]=1)([O-:3])=[O:2].N#N.[H-].[Na+].[CH3:22]I. (4) Given the product [NH2:24][N:23]1[CH2:25][C:26](=[O:27])[N:1]([C:4]2[CH:12]=[CH:11][C:7]([C:8]([OH:10])=[O:9])=[CH:6][CH:5]=2)[C:2]1=[S:3], predict the reactants needed to synthesize it. The reactants are: [N:1]([C:4]1[CH:12]=[CH:11][C:7]([C:8]([OH:10])=[O:9])=[CH:6][CH:5]=1)=[C:2]=[S:3].C(N(C(C)C)CC)(C)C.Cl.[NH:23]([CH2:25][C:26](OCC)=[O:27])[NH2:24]. (5) Given the product [O:1]=[C:12]1[CH:13]([CH3:18])[S:6][CH2:5][CH:11]1[C:10]([O:15][CH2:16][CH3:17])=[O:2], predict the reactants needed to synthesize it. The reactants are: [OH2:1].[OH-:2].[Li+].C(OC)(=O)[CH2:5][SH:6].[C:10]([O:15][CH2:16][CH3:17])(=O)/[CH:11]=[CH:12]/[CH3:13].[CH3:18]N(C=O)C. (6) Given the product [CH2:3]([O:10][C:11]1[CH:20]=[CH:19][C:14]([C:15]([OH:17])=[O:16])=[CH:13][C:12]=1[O:21][CH2:22][CH:23]1[CH2:24][CH2:25]1)[C:4]1[CH:5]=[CH:6][CH:7]=[CH:8][CH:9]=1, predict the reactants needed to synthesize it. The reactants are: [OH-].[Li+].[CH2:3]([O:10][C:11]1[CH:20]=[CH:19][C:14]([C:15]([O:17]C)=[O:16])=[CH:13][C:12]=1[O:21][CH2:22][CH:23]1[CH2:25][CH2:24]1)[C:4]1[CH:9]=[CH:8][CH:7]=[CH:6][CH:5]=1.